From a dataset of Reaction yield outcomes from USPTO patents with 853,638 reactions. Predict the reaction yield, written as a fraction of the theoretical maximum amount of product (1.0 means a 100% yield; for example, 0.34 means a 34% yield). (1) The reactants are [ClH:1].C(OCC)(=O)C.[CH2:8]([O:10][C:11]1[CH:12]=[C:13]2[C:18](=[CH:19][CH:20]=1)[C@H:17]([C:21](=[O:38])[NH:22][C:23]1[CH:28]=[C:27]([F:29])[C:26]([C:30]([CH3:36])([CH3:35])[CH2:31][O:32][CH2:33][CH3:34])=[C:25]([F:37])[CH:24]=1)[N:16](C(OC(C)(C)C)=O)[CH2:15][CH2:14]2)[CH3:9]. The catalyst is C(OCC)(=O)C. The product is [ClH:1].[CH2:8]([O:10][C:11]1[CH:12]=[C:13]2[C:18](=[CH:19][CH:20]=1)[C@H:17]([C:21]([NH:22][C:23]1[CH:28]=[C:27]([F:29])[C:26]([C:30]([CH3:35])([CH3:36])[CH2:31][O:32][CH2:33][CH3:34])=[C:25]([F:37])[CH:24]=1)=[O:38])[NH:16][CH2:15][CH2:14]2)[CH3:9]. The yield is 0.970. (2) The product is [CH2:37]([N:26]([CH2:19][C:20]1[CH:25]=[CH:24][CH:23]=[CH:22][CH:21]=1)[C:27]1[N:28]=[CH:29][N:30]=[C:31]([NH:1][C:2]2[CH:18]=[CH:17][C:5]3[O:6][CH2:7][CH2:8][N:9]([C:10]([O:12][C:13]([CH3:14])([CH3:15])[CH3:16])=[O:11])[C:4]=3[CH:3]=2)[C:32]=1[N+:33]([O-:35])=[O:34])[C:38]1[CH:39]=[CH:40][CH:41]=[CH:42][CH:43]=1. The reactants are [NH2:1][C:2]1[CH:18]=[CH:17][C:5]2[O:6][CH2:7][CH2:8][N:9]([C:10]([O:12][C:13]([CH3:16])([CH3:15])[CH3:14])=[O:11])[C:4]=2[CH:3]=1.[CH2:19]([N:26]([CH2:37][C:38]1[CH:43]=[CH:42][CH:41]=[CH:40][CH:39]=1)[C:27]1[C:32]([N+:33]([O-:35])=[O:34])=[C:31](Cl)[N:30]=[CH:29][N:28]=1)[C:20]1[CH:25]=[CH:24][CH:23]=[CH:22][CH:21]=1.O. The yield is 0.990. The catalyst is O1CCOCC1. (3) The reactants are C1(P(C2C=CC=CC=2)C2C=CC=CC=2)C=CC=CC=1.II.[Si:22]([O:29][C@H:30]([CH3:60])[C@@H:31]([NH:46][C:47]1[CH:52]=[CH:51][C:50]([C:53]#[N:54])=[C:49]([C:55]([F:58])([F:57])[F:56])[C:48]=1[CH3:59])[C:32]([NH:34][NH:35][C:36](=O)[C:37]1[CH:42]=[CH:41][C:40]([C:43]#[N:44])=[CH:39][CH:38]=1)=[O:33])([C:25]([CH3:28])([CH3:27])[CH3:26])([CH3:24])[CH3:23]. The catalyst is C(Cl)Cl. The product is [Si:22]([O:29][C@H:30]([CH3:60])[C@@H:31]([NH:46][C:47]1[CH:52]=[CH:51][C:50]([C:53]#[N:54])=[C:49]([C:55]([F:58])([F:56])[F:57])[C:48]=1[CH3:59])[C:32]1[O:33][C:36]([C:37]2[CH:42]=[CH:41][C:40]([C:43]#[N:44])=[CH:39][CH:38]=2)=[N:35][N:34]=1)([C:25]([CH3:26])([CH3:28])[CH3:27])([CH3:23])[CH3:24]. The yield is 0.840. (4) The reactants are Br[C:2]1[CH:23]=[CH:22][C:5]([C:6]([NH:8][S:9]([C:12]2[CH:17]=[CH:16][CH:15]=[CH:14][C:13]=2[S:18](=[O:21])(=[O:20])[NH2:19])(=[O:11])=[O:10])=[O:7])=[C:4]([F:24])[CH:3]=1.[O:25]1[C:29]2[CH:30]=[CH:31][CH:32]=[CH:33][C:28]=2[CH:27]=[C:26]1B(O)O.C(=O)([O-])[O-].[K+].[K+].O. The catalyst is O1CCCC1.C1C=CC(P(C2C=CC=CC=2)[C-]2C=CC=C2)=CC=1.C1C=CC(P(C2C=CC=CC=2)[C-]2C=CC=C2)=CC=1.Cl[Pd]Cl.[Fe+2]. The product is [O:25]1[C:29]2[CH:30]=[CH:31][CH:32]=[CH:33][C:28]=2[CH:27]=[C:26]1[C:2]1[CH:23]=[CH:22][C:5]([C:6]([NH:8][S:9]([C:12]2[CH:17]=[CH:16][CH:15]=[CH:14][C:13]=2[S:18](=[O:21])(=[O:20])[NH2:19])(=[O:11])=[O:10])=[O:7])=[C:4]([F:24])[CH:3]=1. The yield is 0.390. (5) The reactants are Cl[C:2]1[N:7]2[N:8]=[CH:9][C:10]([C:11]3[C:16]([CH3:17])=[CH:15][C:14]([CH3:18])=[CH:13][C:12]=3[CH3:19])=[C:6]2[N:5]=[C:4]([CH3:20])[CH:3]=1.[CH2:21]([CH:23]([NH2:26])[CH2:24][CH3:25])[CH3:22]. The catalyst is CN1CCCC1=O. The product is [CH2:21]([CH:23]([NH:26][C:2]1[N:7]2[N:8]=[CH:9][C:10]([C:11]3[C:16]([CH3:17])=[CH:15][C:14]([CH3:18])=[CH:13][C:12]=3[CH3:19])=[C:6]2[N:5]=[C:4]([CH3:20])[CH:3]=1)[CH2:24][CH3:25])[CH3:22]. The yield is 0.870.